Dataset: M1 muscarinic receptor antagonist screen with 61,756 compounds. Task: Binary Classification. Given a drug SMILES string, predict its activity (active/inactive) in a high-throughput screening assay against a specified biological target. (1) The drug is S(=O)(=O)(N1CCC(CC1)C(=O)Nc1n(CCC)c2c(n1)cccc2)c1sccc1. The result is 0 (inactive). (2) The molecule is O=C(N(CC)CC)c1cc(OC)c(O)cc1. The result is 0 (inactive). (3) The drug is O1c2cc(CN3CCN(C4CCN(CC4)Cc4ccccc4)CC3)ccc2OC1. The result is 1 (active). (4) The molecule is s1c2ncn(CC(=O)NCC3OCCC3)c(=O)c2c(c1C(OCC)=O)C. The result is 0 (inactive). (5) The molecule is o1nc(cc1c1ccc(OC)cc1)C(=O)Nc1ccc(cc1)C. The result is 0 (inactive).